This data is from Reaction yield outcomes from USPTO patents with 853,638 reactions. The task is: Predict the reaction yield, written as a fraction of the theoretical maximum amount of product (1.0 means a 100% yield; for example, 0.34 means a 34% yield). (1) The reactants are [NH2:1][C:2]1[CH:7]=[C:6]([O:8][C:9]2[C:14]([F:15])=[CH:13][C:12]([NH:16][C:17]([C:19]3([C:22]([NH:24][C:25]4[CH:30]=[CH:29][C:28]([F:31])=[CH:27][CH:26]=4)=[O:23])[CH2:21][CH2:20]3)=[O:18])=[C:11]([F:32])[CH:10]=2)[CH:5]=[CH:4][N:3]=1.[C:33]([O:37][C:38]([N:40]1[CH2:43][CH:42]([C:44](O)=[O:45])[CH2:41]1)=[O:39])([CH3:36])([CH3:35])[CH3:34].CN(C(ON1N=NC2C=CC=NC1=2)=[N+](C)C)C.F[P-](F)(F)(F)(F)F.CCN(C(C)C)C(C)C. The yield is 0.400. The catalyst is CN(C=O)C. The product is [F:15][C:14]1[CH:13]=[C:12]([NH:16][C:17]([C:19]2([C:22](=[O:23])[NH:24][C:25]3[CH:26]=[CH:27][C:28]([F:31])=[CH:29][CH:30]=3)[CH2:21][CH2:20]2)=[O:18])[C:11]([F:32])=[CH:10][C:9]=1[O:8][C:6]1[CH:5]=[CH:4][N:3]=[C:2]([NH:1][C:44]([CH:42]2[CH2:43][N:40]([C:38]([O:37][C:33]([CH3:36])([CH3:35])[CH3:34])=[O:39])[CH2:41]2)=[O:45])[CH:7]=1. (2) The reactants are [NH:1]1[CH:5]=[C:4]([N:6]2[C:14](=[O:15])[C:13]3[C:8](=[CH:9][CH:10]=[CH:11][CH:12]=3)[C:7]2=[O:16])[CH:3]=[N:2]1.Cl[CH2:18][C:19]1[C:20]([CH3:25])=[N:21][O:22][C:23]=1[CH3:24].C(=O)([O-])[O-].[Cs+].[Cs+]. The catalyst is CN(C=O)C.O. The product is [CH3:25][C:20]1[C:19]([CH2:18][N:1]2[CH:5]=[C:4]([N:6]3[C:14](=[O:15])[C:13]4[C:8](=[CH:9][CH:10]=[CH:11][CH:12]=4)[C:7]3=[O:16])[CH:3]=[N:2]2)=[C:23]([CH3:24])[O:22][N:21]=1. The yield is 0.380. (3) The product is [CH2:1]1[C@H:8]2[C@H:4]([CH2:5][C:6](=[O:9])[CH2:7]2)[CH2:3][C:2]21[O:13][CH2:12][CH2:11][O:10]2. The catalyst is C1(C)C=CC=CC=1. The yield is 0.310. The reactants are [CH2:1]1[C@@H:8]2[C@@H:4]([CH2:5][C:6](=[O:9])[CH2:7]2)[CH2:3][C:2]1=[O:10].[CH2:11](O)[CH2:12][OH:13].CC1C=CC(S(O)(=O)=O)=CC=1.O. (4) The reactants are [CH3:1][C:2]1[CH:7]=[C:6]([CH3:8])[N:5]=[C:4]([N:9]2[CH2:16][CH:15]3[CH:11]([CH2:12][NH:13][CH2:14]3)[CH2:10]2)[N:3]=1.[N:17]1[C:26]2[C:21](=[CH:22][CH:23]=[CH:24][C:25]=2[C:27](O)=[O:28])[CH:20]=[CH:19][CH:18]=1.CN(C(ON1N=NC2C=CC=NC1=2)=[N+](C)C)C.F[P-](F)(F)(F)(F)F.CCN(C(C)C)C(C)C. The catalyst is C(OCC)(=O)C.CN(C=O)C. The product is [CH3:1][C:2]1[CH:7]=[C:6]([CH3:8])[N:5]=[C:4]([N:9]2[CH2:16][CH:15]3[CH2:14][N:13]([C:27]([C:25]4[CH:24]=[CH:23][CH:22]=[C:21]5[C:26]=4[N:17]=[CH:18][CH:19]=[CH:20]5)=[O:28])[CH2:12][CH:11]3[CH2:10]2)[N:3]=1. The yield is 0.662. (5) The product is [CH3:20][O:19][C:13]1[CH:12]=[C:11]([CH2:10][CH2:9][NH:8][C:6]2[CH:5]=[CH:4][N:3]=[C:2]([NH:21][CH2:22][C:23]3[CH:24]=[CH:25][C:26]([C:27]([O:29][CH3:30])=[O:28])=[CH:31][CH:32]=3)[N:7]=2)[CH:16]=[CH:15][C:14]=1[O:17][CH3:18]. The catalyst is C(O)(C)C. The yield is 0.630. The reactants are Cl[C:2]1[N:7]=[C:6]([NH:8][CH2:9][CH2:10][C:11]2[CH:16]=[CH:15][C:14]([O:17][CH3:18])=[C:13]([O:19][CH3:20])[CH:12]=2)[CH:5]=[CH:4][N:3]=1.[NH2:21][CH2:22][C:23]1[CH:32]=[CH:31][C:26]([C:27]([O:29][CH3:30])=[O:28])=[CH:25][CH:24]=1.CCN(C(C)C)C(C)C. (6) The reactants are [Br:1][C:2]1[CH:3]=[CH:4][C:5]2[N:6]([C:8](=O)[NH:9][N:10]=2)[CH:7]=1.C([O-])(O)=O.[Na+].O=P(Cl)(Cl)[Cl:19]. No catalyst specified. The product is [Br:1][C:2]1[CH:3]=[CH:4][C:5]2[N:6]([C:8]([Cl:19])=[N:9][N:10]=2)[CH:7]=1. The yield is 0.680. (7) The yield is 0.0500. The product is [CH2:28]([N:25]([CH2:26][CH3:27])[CH2:24][CH2:23][NH:22][C:20](=[O:21])[C:19]1[CH:18]=[CH:17][C:16]([NH:15][C:2]2[CH:3]=[N:4][CH:5]=[C:6]([C:8]3[CH:13]=[CH:12][C:11]([OH:14])=[CH:10][CH:9]=3)[N:7]=2)=[CH:31][CH:30]=1)[CH3:29]. The reactants are Cl[C:2]1[N:7]=[C:6]([C:8]2[CH:13]=[CH:12][C:11]([OH:14])=[CH:10][CH:9]=2)[CH:5]=[N:4][CH:3]=1.[NH2:15][C:16]1[CH:31]=[CH:30][C:19]([C:20]([NH:22][CH2:23][CH2:24][N:25]([CH2:28][CH3:29])[CH2:26][CH3:27])=[O:21])=[CH:18][CH:17]=1.CC1(C)C2C(=C(P(C3C=CC=CC=3)C3C=CC=CC=3)C=CC=2)OC2C(P(C3C=CC=CC=3)C3C=CC=CC=3)=CC=CC1=2. The catalyst is C1C=CC(/C=C/C(/C=C/C2C=CC=CC=2)=O)=CC=1.C1C=CC(/C=C/C(/C=C/C2C=CC=CC=2)=O)=CC=1.C1C=CC(/C=C/C(/C=C/C2C=CC=CC=2)=O)=CC=1.[Pd].[Pd].O1CCOCC1. (8) The reactants are [SH:1][C:2]1[CH:9]=[C:8]([C:10]2[CH:15]=[CH:14][C:13]([C:16]([F:19])([F:18])[F:17])=[CH:12][CH:11]=2)[CH:7]=[CH:6][C:3]=1[C:4]#[N:5].[CH3:20][C:21](C)([O-])[CH3:22].[K+].O. The catalyst is CN(C)C=O. The product is [CH2:22]([S:1][C:2]1[CH:9]=[C:8]([C:10]2[CH:15]=[CH:14][C:13]([C:16]([F:17])([F:18])[F:19])=[CH:12][CH:11]=2)[CH:7]=[CH:6][C:3]=1[C:4]#[N:5])[CH:21]=[CH2:20]. The yield is 0.430. (9) The reactants are [CH2:1]([O:3][C:4]([C:6]1[C:7](O)=[N:8][C:9]([CH2:12][CH2:13][CH2:14][N:15]2[C:23](=[O:24])[C:22]3[C:17](=[CH:18][CH:19]=[CH:20][CH:21]=3)[C:16]2=[O:25])=[N:10][CH:11]=1)=[O:5])[CH3:2].O=P(Cl)(Cl)[Cl:29].CCN(C1C=CC=CC=1)CC. No catalyst specified. The product is [CH2:1]([O:3][C:4]([C:6]1[C:7]([Cl:29])=[N:8][C:9]([CH2:12][CH2:13][CH2:14][N:15]2[C:23](=[O:24])[C:22]3[C:17](=[CH:18][CH:19]=[CH:20][CH:21]=3)[C:16]2=[O:25])=[N:10][CH:11]=1)=[O:5])[CH3:2]. The yield is 1.00. (10) The reactants are [Cl:1][C:2]1[CH:3]=[C:4]([CH:7]=[C:8]([Cl:10])[CH:9]=1)[CH2:5]Cl.[C-:11]#[N:12].[Na+]. The catalyst is CS(C)=O.C(OCC)C. The product is [Cl:1][C:2]1[CH:3]=[C:4]([CH2:5][C:11]#[N:12])[CH:7]=[C:8]([Cl:10])[CH:9]=1. The yield is 0.518.